Dataset: Forward reaction prediction with 1.9M reactions from USPTO patents (1976-2016). Task: Predict the product of the given reaction. Given the reactants [NH2:1][C@H:2]1[CH2:7][CH2:6][N:5]([C:8]([O:10][C:11]([CH3:14])([CH3:13])[CH3:12])=[O:9])[CH2:4][C@H:3]1[O:15][CH2:16][CH2:17][CH3:18].[Cl:19][C:20]1[N:21]=[C:22]([C:26](O)=[O:27])[NH:23][C:24]=1[CH3:25].CCN=C=NCCCN(C)C.Cl, predict the reaction product. The product is: [Cl:19][C:20]1[N:21]=[C:22]([C:26]([NH:1][C@H:2]2[CH2:7][CH2:6][N:5]([C:8]([O:10][C:11]([CH3:12])([CH3:13])[CH3:14])=[O:9])[CH2:4][C@H:3]2[O:15][CH2:16][CH2:17][CH3:18])=[O:27])[NH:23][C:24]=1[CH3:25].